Regression. Given two drug SMILES strings and cell line genomic features, predict the synergy score measuring deviation from expected non-interaction effect. From a dataset of NCI-60 drug combinations with 297,098 pairs across 59 cell lines. Drug 1: CC1=C2C(C(=O)C3(C(CC4C(C3C(C(C2(C)C)(CC1OC(=O)C(C(C5=CC=CC=C5)NC(=O)C6=CC=CC=C6)O)O)OC(=O)C7=CC=CC=C7)(CO4)OC(=O)C)O)C)OC(=O)C. Drug 2: CCC1(C2=C(COC1=O)C(=O)N3CC4=CC5=C(C=CC(=C5CN(C)C)O)N=C4C3=C2)O.Cl. Cell line: MCF7. Synergy scores: CSS=20.6, Synergy_ZIP=-7.66, Synergy_Bliss=-1.76, Synergy_Loewe=-5.72, Synergy_HSA=-0.0191.